From a dataset of Full USPTO retrosynthesis dataset with 1.9M reactions from patents (1976-2016). Predict the reactants needed to synthesize the given product. (1) Given the product [CH3:18][Si:19]([CH3:26])([CH3:25])[CH2:20][CH2:21][O:22][CH2:23][N:5]([C:6]1[C:7]2[N:14]=[N:13][N:12]([CH2:23][O:22][CH2:21][CH2:20][Si:19]([CH3:26])([CH3:25])[CH3:18])[C:8]=2[N:9]=[CH:10][N:11]=1)[C:3](=[O:4])[CH:2]([CH3:15])[CH3:1], predict the reactants needed to synthesize it. The reactants are: [CH3:1][CH:2]([CH3:15])[C:3]([NH:5][C:6]1[C:7]2[N:14]=[N:13][NH:12][C:8]=2[N:9]=[CH:10][N:11]=1)=[O:4].[H-].[Na+].[CH3:18][Si:19]([CH3:26])([CH3:25])[CH2:20][CH2:21][O:22][CH2:23]Cl. (2) Given the product [Cl:36][C:37]1[N:42]=[C:41]([C:43]2[S:67][C:66]([CH:68]3[CH2:73][CH2:72][N:71]([C:74]([O:76][C:77]([CH3:80])([CH3:79])[CH3:78])=[O:75])[CH2:70][CH2:69]3)=[N:65][C:44]=2[C:46]2[CH:51]=[CH:50][CH:49]=[C:48]([NH:52][S:53]([C:56]3[CH:61]=[C:60]([F:62])[CH:59]=[CH:58][C:57]=3[F:63])(=[O:55])=[O:54])[C:47]=2[F:64])[CH:40]=[CH:39][N:38]=1, predict the reactants needed to synthesize it. The reactants are: ClC1N=C(C2SC(N3CCCC3)=NC=2C2C=C(NS(C3C(F)=CC=CC=3F)(=O)=O)C=CC=2)C=CN=1.[Cl:36][C:37]1[N:42]=[C:41]([CH2:43][C:44]([C:46]2[C:47]([F:64])=[C:48]([NH:52][S:53]([C:56]3[CH:61]=[C:60]([F:62])[CH:59]=[CH:58][C:57]=3[F:63])(=[O:55])=[O:54])[CH:49]=[CH:50][CH:51]=2)=O)[CH:40]=[CH:39][N:38]=1.[NH2:65][C:66]([CH:68]1[CH2:73][CH2:72][N:71]([C:74]([O:76][C:77]([CH3:80])([CH3:79])[CH3:78])=[O:75])[CH2:70][CH2:69]1)=[S:67]. (3) Given the product [Br:17][CH:10]([C:9]([C:3]1[CH:4]=[CH:5][C:6]([Cl:8])=[CH:7][C:2]=1[Cl:1])=[O:16])[C:11]([O:13][CH2:14][CH3:15])=[O:12], predict the reactants needed to synthesize it. The reactants are: [Cl:1][C:2]1[CH:7]=[C:6]([Cl:8])[CH:5]=[CH:4][C:3]=1[C:9](=[O:16])[CH2:10][C:11]([O:13][CH2:14][CH3:15])=[O:12].[Br:17]Br. (4) Given the product [CH3:12][C:8]([O:7][CH2:6][C:5]1[CH:14]=[CH:15][C:2](/[CH:18]=[CH:17]/[CH2:16][N:19]2[CH:23]=[CH:22][CH:21]=[C:20]2[C:24](=[O:25])[C:26]2[CH:27]=[CH:28][C:29]([CH3:32])=[CH:30][CH:31]=2)=[CH:3][CH:4]=1)([CH3:13])[C:9]([OH:11])=[O:10], predict the reactants needed to synthesize it. The reactants are: I[C:2]1[CH:15]=[CH:14][C:5]([CH2:6][O:7][C:8]([CH3:13])([CH3:12])[C:9]([OH:11])=[O:10])=[CH:4][CH:3]=1.[CH2:16]([N:19]1[CH:23]=[CH:22][CH:21]=[C:20]1[C:24]([C:26]1[CH:31]=[CH:30][C:29]([CH3:32])=[CH:28][CH:27]=1)=[O:25])[CH:17]=[CH2:18].C1(C(N)C2CCCCC2)CCCCC1.C1COCC1. (5) Given the product [CH3:1][O:2][C:3]1[CH:4]=[C:5]([CH:6]=[CH:21][C:20]([C:16]2[CH:17]=[CH:18][CH:19]=[C:14]([F:13])[CH:15]=2)=[O:22])[CH:8]=[C:9]([O:11][CH3:12])[CH:10]=1, predict the reactants needed to synthesize it. The reactants are: [CH3:1][O:2][C:3]1[CH:4]=[C:5]([CH:8]=[C:9]([O:11][CH3:12])[CH:10]=1)[CH:6]=O.[F:13][C:14]1[CH:15]=[C:16]([C:20](=[O:22])[CH3:21])[CH:17]=[CH:18][CH:19]=1. (6) Given the product [C:2]([C:7]1[O:11][C:10]([CH2:12][N:13]2[CH:17]=[C:16]([NH:18][C:31]([C:26]3[N:27]=[C:28]([CH3:30])[O:29][C:25]=3[C:21]3[CH:20]=[C:19]([C:34]4[CH:39]=[CH:38][CH:37]=[CH:36][CH:35]=4)[CH:24]=[CH:23][CH:22]=3)=[O:32])[CH:15]=[N:14]2)=[CH:9][CH:8]=1)(=[O:6])[CH3:1], predict the reactants needed to synthesize it. The reactants are: [CH3:1][C:2]1([C:7]2[O:11][C:10]([CH2:12][N:13]3[CH:17]=[C:16]([NH2:18])[CH:15]=[N:14]3)=[CH:9][CH:8]=2)[O:6]CCO1.[C:19]1([C:34]2[CH:39]=[CH:38][CH:37]=[CH:36][CH:35]=2)[CH:24]=[CH:23][CH:22]=[C:21]([C:25]2[O:29][C:28]([CH3:30])=[N:27][C:26]=2[C:31](O)=[O:32])[CH:20]=1. (7) Given the product [O:13]=[CH:14][C@@H:15]([C@H:17]([C@@H:19]([C@@H:21]([CH2:23][OH:24])[OH:22])[OH:20])[OH:18])[OH:16], predict the reactants needed to synthesize it. The reactants are: OC1O[C@H](CO)[C@@H](O)[C@H](O)[C@H]1N.[OH:13][CH2:14][C:15]([C@H:17]([C@@H:19]([C@@H:21]([CH2:23][OH:24])[OH:22])[OH:20])[OH:18])=[O:16]. (8) Given the product [F:1][C:2]1[CH:10]=[CH:9][C:8]([O:11][C:12]2[C:17]([C:18]3[O:22][CH:21]=[N:20][CH:19]=3)=[CH:16][CH:15]=[CH:14][N:13]=2)=[CH:7][C:3]=1[C:4]([Cl:26])=[O:5], predict the reactants needed to synthesize it. The reactants are: [F:1][C:2]1[CH:10]=[CH:9][C:8]([O:11][C:12]2[C:17]([C:18]3[O:22][CH:21]=[N:20][CH:19]=3)=[CH:16][CH:15]=[CH:14][N:13]=2)=[CH:7][C:3]=1[C:4](O)=[O:5].C(Cl)(=O)C([Cl:26])=O. (9) Given the product [C:12]([O:1][C:2]1[CH:3]=[C:4]([CH:8]=[C:9]([O:11][C:25](=[O:27])[CH3:26])[CH:10]=1)[C:5]([OH:7])=[O:6])(=[O:14])[CH3:13], predict the reactants needed to synthesize it. The reactants are: [OH:1][C:2]1[CH:3]=[C:4]([CH:8]=[C:9]([OH:11])[CH:10]=1)[C:5]([OH:7])=[O:6].[C:12](OC(=O)C)(=[O:14])[CH3:13].N1C=CC=CC=1.[C:25](OCC)(=[O:27])[CH3:26].